Dataset: Peptide-MHC class II binding affinity with 134,281 pairs from IEDB. Task: Regression. Given a peptide amino acid sequence and an MHC pseudo amino acid sequence, predict their binding affinity value. This is MHC class II binding data. (1) The peptide sequence is FNILTGKKITAHLKRHHHHHH. The MHC is DRB1_1101 with pseudo-sequence DRB1_1101. The binding affinity (normalized) is 0.898. (2) The peptide sequence is AAGVAAWSLIALMIP. The MHC is DRB1_1302 with pseudo-sequence DRB1_1302. The binding affinity (normalized) is 0.332. (3) The peptide sequence is KKPIAVGGLLMMLVSVA. The MHC is DRB1_0701 with pseudo-sequence DRB1_0701. The binding affinity (normalized) is 0.549. (4) The peptide sequence is AIDRPAEARKVCYNA. The MHC is DRB5_0101 with pseudo-sequence DRB5_0101. The binding affinity (normalized) is 0.0501. (5) The peptide sequence is LCSDKQPCNGVTMND. The binding affinity (normalized) is 0.104. The MHC is HLA-DQA10301-DQB10302 with pseudo-sequence HLA-DQA10301-DQB10302.